This data is from Reaction yield outcomes from USPTO patents with 853,638 reactions. The task is: Predict the reaction yield, written as a fraction of the theoretical maximum amount of product (1.0 means a 100% yield; for example, 0.34 means a 34% yield). (1) The reactants are [Cl:1][C:2]1[CH:3]=[C:4]([C:8]2[N:9]=[C:10]([CH2:20][C:21]3[CH:26]=[CH:25][C:24]([CH2:27][C:28](O)=[O:29])=[CH:23][CH:22]=3)[C:11]3[S:17](=[O:19])(=[O:18])[CH2:16][CH2:15][CH2:14][C:12]=3[N:13]=2)[CH:5]=[CH:6][CH:7]=1.C(Cl)CCl.C1C=CC2N(O)N=[N:41]C=2C=1.N.CO. The catalyst is CN(C=O)C.C(OCC)(=O)C. The product is [Cl:1][C:2]1[CH:3]=[C:4]([C:8]2[N:9]=[C:10]([CH2:20][C:21]3[CH:26]=[CH:25][C:24]([CH2:27][C:28]([NH2:41])=[O:29])=[CH:23][CH:22]=3)[C:11]3[S:17](=[O:18])(=[O:19])[CH2:16][CH2:15][CH2:14][C:12]=3[N:13]=2)[CH:5]=[CH:6][CH:7]=1. The yield is 0.620. (2) The reactants are [O:1]=[C:2]1[CH2:7][CH2:6][CH2:5][CH:4]([C:8]([OH:10])=[O:9])[CH2:3]1.[CH2:11](O)[CH3:12].C1(C)C=CC(S(O)(=O)=O)=CC=1. The catalyst is C1(C)C=CC=CC=1. The product is [O:1]=[C:2]1[CH2:7][CH2:6][CH2:5][CH:4]([C:8]([O:10][CH2:11][CH3:12])=[O:9])[CH2:3]1. The yield is 0.720. (3) The reactants are [CH3:1][C@H:2]([NH:7][C:8]([C:10]1[C:18]2[C:13](=[N:14][CH:15]=[C:16](Br)[N:17]=2)[N:12]([CH2:20][O:21][CH2:22][CH2:23][Si:24]([CH3:27])([CH3:26])[CH3:25])[CH:11]=1)=[O:9])[C:3]([CH3:6])([CH3:5])[CH3:4].[Cl:28][C:29]1[CH:30]=[C:31]([N:35]2[CH:39]=[C:38]([Sn](CCCC)(CCCC)CCCC)[N:37]=[CH:36]2)[CH:32]=[CH:33][CH:34]=1.O.C(=O)(O)[O-].[Na+]. The catalyst is CN(C=O)C.C1C=CC([P]([Pd]([P](C2C=CC=CC=2)(C2C=CC=CC=2)C2C=CC=CC=2)([P](C2C=CC=CC=2)(C2C=CC=CC=2)C2C=CC=CC=2)[P](C2C=CC=CC=2)(C2C=CC=CC=2)C2C=CC=CC=2)(C2C=CC=CC=2)C2C=CC=CC=2)=CC=1.[Cu]I.C(OCC)(=O)C. The product is [CH3:1][C@H:2]([NH:7][C:8]([C:10]1[C:18]2[C:13](=[N:14][CH:15]=[C:16]([C:38]3[N:37]=[CH:36][N:35]([C:31]4[CH:32]=[CH:33][CH:34]=[C:29]([Cl:28])[CH:30]=4)[CH:39]=3)[N:17]=2)[N:12]([CH2:20][O:21][CH2:22][CH2:23][Si:24]([CH3:27])([CH3:26])[CH3:25])[CH:11]=1)=[O:9])[C:3]([CH3:6])([CH3:5])[CH3:4]. The yield is 0.680. (4) The reactants are [CH3:1][O:2][C:3]1[CH:12]=[C:11]([O:13][CH3:14])[CH:10]=[C:9]2[C:4]=1[C:5](=[O:27])[NH:6][C:7]([C:15]1[CH:20]=[CH:19][C:18]([N:21]3[CH2:26][CH2:25][NH:24][CH2:23][CH2:22]3)=[CH:17][CH:16]=1)=[N:8]2.C(=O)([O-])[O-].[K+].[K+].Br[CH2:35][CH2:36][OH:37]. The catalyst is CN(C=O)C.O. The product is [OH:37][CH2:36][CH2:35][N:24]1[CH2:23][CH2:22][N:21]([C:18]2[CH:19]=[CH:20][C:15]([C:7]3[NH:6][C:5](=[O:27])[C:4]4[C:9](=[CH:10][C:11]([O:13][CH3:14])=[CH:12][C:3]=4[O:2][CH3:1])[N:8]=3)=[CH:16][CH:17]=2)[CH2:26][CH2:25]1. The yield is 0.0900. (5) The reactants are [Cl:1][C:2]1[N:7]=[C:6](Cl)[C:5]([C:9]#[C:10][Si:11]([CH3:14])([CH3:13])[CH3:12])=[CH:4][N:3]=1.[CH:15]1([C:18]2[NH:22][N:21]=[C:20]([NH2:23])[CH:19]=2)[CH2:17][CH2:16]1. The catalyst is CCO. The product is [Cl:1][C:2]1[N:7]=[C:6]([NH:23][C:20]2[CH:19]=[C:18]([CH:15]3[CH2:17][CH2:16]3)[NH:22][N:21]=2)[C:5]([C:9]#[C:10][Si:11]([CH3:14])([CH3:13])[CH3:12])=[CH:4][N:3]=1. The yield is 0.660. (6) The reactants are [CH:1]1([CH:4]([NH:6][C:7]([C:9]2[C:17]3[C:12](=[N:13][CH:14]=[C:15]([O:18][C:19]4[CH:24]=[CH:23][CH:22]=[CH:21][CH:20]=4)[N:16]=3)[N:11](COCC[Si](C)(C)C)[CH:10]=2)=[O:8])[CH3:5])[CH2:3][CH2:2]1. The catalyst is ClCCl.FC(F)(F)C(O)=O. The product is [CH:1]1([CH:4]([NH:6][C:7]([C:9]2[C:17]3[C:12](=[N:13][CH:14]=[C:15]([O:18][C:19]4[CH:24]=[CH:23][CH:22]=[CH:21][CH:20]=4)[N:16]=3)[NH:11][CH:10]=2)=[O:8])[CH3:5])[CH2:3][CH2:2]1. The yield is 0.700.